This data is from NCI-60 drug combinations with 297,098 pairs across 59 cell lines. The task is: Regression. Given two drug SMILES strings and cell line genomic features, predict the synergy score measuring deviation from expected non-interaction effect. (1) Drug 1: CC1=C2C(C(=O)C3(C(CC4C(C3C(C(C2(C)C)(CC1OC(=O)C(C(C5=CC=CC=C5)NC(=O)OC(C)(C)C)O)O)OC(=O)C6=CC=CC=C6)(CO4)OC(=O)C)OC)C)OC. Drug 2: CC1C(C(CC(O1)OC2CC(CC3=C2C(=C4C(=C3O)C(=O)C5=C(C4=O)C(=CC=C5)OC)O)(C(=O)CO)O)N)O.Cl. Cell line: MCF7. Synergy scores: CSS=49.0, Synergy_ZIP=-12.1, Synergy_Bliss=-12.7, Synergy_Loewe=-1.80, Synergy_HSA=-0.292. (2) Drug 1: CC1=C(C(=CC=C1)Cl)NC(=O)C2=CN=C(S2)NC3=CC(=NC(=N3)C)N4CCN(CC4)CCO. Drug 2: C(CCl)NC(=O)N(CCCl)N=O. Cell line: A549. Synergy scores: CSS=16.0, Synergy_ZIP=-2.14, Synergy_Bliss=-1.22, Synergy_Loewe=-30.8, Synergy_HSA=0.138. (3) Drug 1: C(=O)(N)NO. Drug 2: CCC1(C2=C(COC1=O)C(=O)N3CC4=CC5=C(C=CC(=C5CN(C)C)O)N=C4C3=C2)O.Cl. Cell line: NCI-H226. Synergy scores: CSS=21.8, Synergy_ZIP=-5.82, Synergy_Bliss=-0.788, Synergy_Loewe=-66.5, Synergy_HSA=-0.172. (4) Drug 1: CC=C1C(=O)NC(C(=O)OC2CC(=O)NC(C(=O)NC(CSSCCC=C2)C(=O)N1)C(C)C)C(C)C. Drug 2: COCCOC1=C(C=C2C(=C1)C(=NC=N2)NC3=CC=CC(=C3)C#C)OCCOC.Cl. Cell line: BT-549. Synergy scores: CSS=56.6, Synergy_ZIP=3.60, Synergy_Bliss=1.35, Synergy_Loewe=-54.1, Synergy_HSA=0.526.